This data is from Forward reaction prediction with 1.9M reactions from USPTO patents (1976-2016). The task is: Predict the product of the given reaction. (1) Given the reactants [Br:1][C:2]1[CH:3]=[C:4]([S:8]([C@@H:11]2[CH2:15][C@@H:14]([C:16]([OH:18])=O)[C@H:13]([C:19]([N:21]3[CH2:25][CH2:24][C:23]([F:27])([F:26])[CH2:22]3)=[O:20])[CH2:12]2)(=[O:10])=[O:9])[CH:5]=[CH:6][CH:7]=1.[CH2:28]1[C:30]([NH2:33])([C:31]#[N:32])[CH2:29]1.Cl, predict the reaction product. The product is: [C:31]([C:30]1([NH:33][C:16]([C@@H:14]2[CH2:15][C@@H:11]([S:8]([C:4]3[CH:5]=[CH:6][CH:7]=[C:2]([Br:1])[CH:3]=3)(=[O:10])=[O:9])[CH2:12][C@H:13]2[C:19]([N:21]2[CH2:25][CH2:24][C:23]([F:26])([F:27])[CH2:22]2)=[O:20])=[O:18])[CH2:28][CH2:29]1)#[N:32]. (2) Given the reactants [NH2:1][C:2]1[C:11](=[O:12])[C:10]2[C:5](=[CH:6][C:7]([N:14]3[CH2:19][CH2:18][N:17]([CH3:20])[CH2:16][CH2:15]3)=[C:8]([F:13])[CH:9]=2)[N:4]([CH2:21][C:22]2[CH:27]=[CH:26][C:25]([Cl:28])=[CH:24][CH:23]=2)[CH:3]=1.C(N(CC)CC)C.[Cl:36][C:37]1[CH:42]=[CH:41][C:40]([N:43]=[C:44]=[O:45])=[CH:39][CH:38]=1.O, predict the reaction product. The product is: [Cl:28][C:25]1[CH:26]=[CH:27][C:22]([CH2:21][N:4]2[C:5]3[C:10](=[CH:9][C:8]([F:13])=[C:7]([N:14]4[CH2:19][CH2:18][N:17]([CH3:20])[CH2:16][CH2:15]4)[CH:6]=3)[C:11](=[O:12])[C:2]([NH:1][C:44]([NH:43][C:40]3[CH:41]=[CH:42][C:37]([Cl:36])=[CH:38][CH:39]=3)=[O:45])=[CH:3]2)=[CH:23][CH:24]=1. (3) Given the reactants Cl[C:2]1[N:7]2[N:8]=[C:9]([CH3:11])[CH:10]=[C:6]2[N:5]=[C:4]([NH:12][C:13](=[O:24])[C:14]2[CH:19]=[CH:18][C:17]([C:20]([OH:23])([CH3:22])[CH3:21])=[CH:16][CH:15]=2)[CH:3]=1.CC1(C)C(C)(C)OB([C:33]2[CH:34]=[CH:35][C:36]3[O:40][CH:39]=[CH:38][C:37]=3[CH:41]=2)O1.O1CCOCC1, predict the reaction product. The product is: [O:40]1[C:36]2[CH:35]=[CH:34][C:33]([C:2]3[N:7]4[N:8]=[C:9]([CH3:11])[CH:10]=[C:6]4[N:5]=[C:4]([NH:12][C:13](=[O:24])[C:14]4[CH:19]=[CH:18][C:17]([C:20]([OH:23])([CH3:22])[CH3:21])=[CH:16][CH:15]=4)[CH:3]=3)=[CH:41][C:37]=2[CH:38]=[CH:39]1. (4) Given the reactants [CH3:1][O:2][CH2:3][CH2:4][O:5][C:6]1[CH:11]=[CH:10][N:9]2[C:12]([C:15]3[CH:24]=[CH:23][C:22]4[C:17](=[C:18]([OH:25])[CH:19]=[CH:20][CH:21]=4)[N:16]=3)=[CH:13][N:14]=[C:8]2[CH:7]=1.O[CH:27]1[CH2:32][CH2:31][N:30]([C:33]([O:35][C:36]([CH3:39])([CH3:38])[CH3:37])=[O:34])[CH2:29][CH2:28]1.C1(P(C2C=CC=CC=2)C2C=CC=CC=2)C=CC=CC=1.N(C(OCC)=O)=NC(OCC)=O, predict the reaction product. The product is: [CH3:1][O:2][CH2:3][CH2:4][O:5][C:6]1[CH:11]=[CH:10][N:9]2[C:12]([C:15]3[CH:24]=[CH:23][C:22]4[C:17](=[C:18]([O:25][CH:27]5[CH2:32][CH2:31][N:30]([C:33]([O:35][C:36]([CH3:39])([CH3:38])[CH3:37])=[O:34])[CH2:29][CH2:28]5)[CH:19]=[CH:20][CH:21]=4)[N:16]=3)=[CH:13][N:14]=[C:8]2[CH:7]=1. (5) Given the reactants [OH-].[Na+].[CH3:3][O:4][C:5]1[CH:6]=[C:7]([CH2:11][C:12]2[S:13][C:14]3[C:20]([C:21]4[CH:22]=[C:23]([CH:29]=[CH:30][CH:31]=4)[C:24](OCC)=[O:25])=[CH:19][CH:18]=[CH:17][C:15]=3[CH:16]=2)[CH:8]=[N:9][CH:10]=1.[ClH:32].[CH3:33][O:34][CH2:35][CH2:36][NH2:37].CCN=C=NCCCN(C)C.C1C=CC2N(O)N=NC=2C=1.C(N(CC)CC)C, predict the reaction product. The product is: [ClH:32].[CH3:33][O:34][CH2:35][CH2:36][NH:37][C:24](=[O:25])[C:23]1[CH:29]=[CH:30][CH:31]=[C:21]([C:20]2[C:14]3[S:13][C:12]([CH2:11][C:7]4[CH:8]=[N:9][CH:10]=[C:5]([O:4][CH3:3])[CH:6]=4)=[CH:16][C:15]=3[CH:17]=[CH:18][CH:19]=2)[CH:22]=1. (6) Given the reactants Cl.[NH2:2][C:3]([CH2:26][CH3:27])([CH2:6][CH2:7][C:8]1[CH:13]=[CH:12][C:11]([O:14][CH2:15][CH2:16][CH2:17][CH2:18][CH2:19][CH2:20][CH3:21])=[C:10]([C:22]([F:25])([F:24])[F:23])[CH:9]=1)[CH2:4][OH:5].C(N(CC)C(C)C)(C)C.[C:37](O[C:37]([O:39][C:40]([CH3:43])([CH3:42])[CH3:41])=[O:38])([O:39][C:40]([CH3:43])([CH3:42])[CH3:41])=[O:38], predict the reaction product. The product is: [C:40]([O:39][C:37](=[O:38])[NH:2][C:3]([CH2:26][CH3:27])([CH2:4][OH:5])[CH2:6][CH2:7][C:8]1[CH:13]=[CH:12][C:11]([O:14][CH2:15][CH2:16][CH2:17][CH2:18][CH2:19][CH2:20][CH3:21])=[C:10]([C:22]([F:23])([F:24])[F:25])[CH:9]=1)([CH3:43])([CH3:42])[CH3:41]. (7) Given the reactants [Cl:1][C:2]1[CH:3]=[N:4][CH:5]=[C:6]([Cl:26])[C:7]=1[NH:8][C:9]1[NH:10][C:11]2[C:17]3[CH2:18][C:19]([CH3:22])([CH3:21])[O:20][C:16]=3[C:15]([C:23]([OH:25])=O)=[CH:14][C:12]=2[N:13]=1.F[B-](F)(F)F.[N:32]1(OC(N(C)C)=[N+](C)C)[C:36]2[CH:37]=[CH:38][CH:39]=CC=2N=N1.CN(C=O)C.C1(CN)CC1, predict the reaction product. The product is: [CH:37]1([CH2:36][NH:32][C:23]([C:15]2[C:16]3[O:20][C:19]([CH3:22])([CH3:21])[CH2:18][C:17]=3[C:11]3[NH:10][C:9]([NH:8][C:7]4[C:6]([Cl:26])=[CH:5][N:4]=[CH:3][C:2]=4[Cl:1])=[N:13][C:12]=3[CH:14]=2)=[O:25])[CH2:39][CH2:38]1. (8) Given the reactants [CH3:1][Si:2]([CH3:18])([CH3:17])[CH2:3][CH2:4][O:5][CH2:6][N:7]1[C:15]2[C:10](=[CH:11][CH:12]=[C:13](N)[CH:14]=2)[CH:9]=[N:8]1.N([O-])=O.[Na+].[I-:23].[K+], predict the reaction product. The product is: [I:23][C:13]1[CH:14]=[C:15]2[C:10]([CH:9]=[N:8][N:7]2[CH2:6][O:5][CH2:4][CH2:3][Si:2]([CH3:18])([CH3:17])[CH3:1])=[CH:11][CH:12]=1. (9) Given the reactants [OH:1][CH2:2][C@@H:3]1[CH2:8][N:7]([C:9]([C:22]2[CH:27]=[CH:26][CH:25]=[CH:24][CH:23]=2)([C:16]2[CH:21]=[CH:20][CH:19]=[CH:18][CH:17]=2)[C:10]2[CH:15]=[CH:14][CH:13]=[CH:12][CH:11]=2)[CH2:6][C@H:5]([N:28]2[CH:33]=[CH:32][C:31]([NH:34][C:35](=[O:42])[C:36]3[CH:41]=[CH:40][CH:39]=[CH:38][CH:37]=3)=[N:30][C:29]2=[O:43])[O:4]1.[C:44]1(=[O:50])[O:49][C:47](=[O:48])[CH2:46][CH2:45]1.CO, predict the reaction product. The product is: [C:35]([NH:34][C:31]1[CH:32]=[CH:33][N:28]([C@H:5]2[CH2:6][N:7]([C:9]([C:22]3[CH:27]=[CH:26][CH:25]=[CH:24][CH:23]=3)([C:10]3[CH:15]=[CH:14][CH:13]=[CH:12][CH:11]=3)[C:16]3[CH:17]=[CH:18][CH:19]=[CH:20][CH:21]=3)[CH2:8][C@@H:3]([CH2:2][O:1][C:44](=[O:50])[CH2:45][CH2:46][C:47]([OH:49])=[O:48])[O:4]2)[C:29](=[O:43])[N:30]=1)(=[O:42])[C:36]1[CH:41]=[CH:40][CH:39]=[CH:38][CH:37]=1. (10) The product is: [OH:23][C@H:19]1[CH2:20][CH2:21][CH2:22][C@H:17]([NH:16][C:9](=[O:10])[O:11][C:12]([CH3:13])([CH3:14])[CH3:15])[CH2:18]1. Given the reactants [C:12]([O:11][C:9](O[C:9]([O:11][C:12]([CH3:15])([CH3:14])[CH3:13])=[O:10])=[O:10])([CH3:15])([CH3:14])[CH3:13].[NH2:16][C@H:17]1[CH2:22][CH2:21][CH2:20][C@H:19]([OH:23])[CH2:18]1, predict the reaction product.